This data is from Reaction yield outcomes from USPTO patents with 853,638 reactions. The task is: Predict the reaction yield, written as a fraction of the theoretical maximum amount of product (1.0 means a 100% yield; for example, 0.34 means a 34% yield). (1) The reactants are [NH:1]([C:30]([O:32][CH2:33][C:34]1[CH:39]=[CH:38][CH:37]=[CH:36][CH:35]=1)=[O:31])[C@H:2]([C:6]([N:8]1[CH2:29][CH2:28][CH2:27][C@H:9]1[C:10]([NH:12][C@H:13]([C:17]([N:19]1[CH2:26][CH2:25][CH2:24][C@H:20]1[C:21]([OH:23])=[O:22])=[O:18])[CH:14]([CH3:16])[CH3:15])=[O:11])=[O:7])[CH:3]([CH3:5])[CH3:4].ON1C2C=CC=CC=2N=N1.C(N=C=NC(C)C)(C)C.[CH:59]1[C:65]([NH2:66])=[N:64][C:62](=[O:63])[N:61]([C@@H:67]2[O:71][C@H:70]([CH2:72][OH:73])[C@@H:69]([OH:74])[C@@H:68]2[OH:75])[CH:60]=1. The catalyst is CN(C)C=O. The product is [NH:1]([C:30]([O:32][CH2:33][C:34]1[CH:35]=[CH:36][CH:37]=[CH:38][CH:39]=1)=[O:31])[C@H:2]([C:6]([N:8]1[CH2:29][CH2:28][CH2:27][C@H:9]1[C:10]([NH:12][C@H:13]([C:17]([N:19]1[CH2:26][CH2:25][CH2:24][C@H:20]1[C:21]([OH:23])=[O:22])=[O:18])[CH:14]([CH3:16])[CH3:15])=[O:11])=[O:7])[CH:3]([CH3:4])[CH3:5].[CH:59]1[C:65]([NH2:66])=[N:64][C:62](=[O:63])[N:61]([C@@H:67]2[O:71][C@H:70]([CH2:72][OH:73])[C@@H:69]([OH:74])[C@@H:68]2[OH:75])[CH:60]=1. The yield is 0.220. (2) The reactants are Br[CH:2]([CH3:37])[C:3]([C:5]1[CH:6]=[C:7]([C:23]([NH:25][CH2:26][C:27]2[CH:32]=[CH:31][C:30]([S:33]([CH3:36])(=[O:35])=[O:34])=[CH:29][CH:28]=2)=[O:24])[C:8](=[O:22])[N:9]([C:12]2[CH:17]=[CH:16][CH:15]=[C:14]([C:18]([F:21])([F:20])[F:19])[CH:13]=2)[C:10]=1[CH3:11])=O.[C:38]([NH2:41])(=[O:40])[CH3:39].C1(C)C(C)=CC=CC=1.OS(O)(=O)=O. The catalyst is O.CC#N. The product is [CH3:39][C:38]1[O:40][C:2]([CH3:37])=[C:3]([C:5]2[CH:6]=[C:7]([C:23]([NH:25][CH2:26][C:27]3[CH:28]=[CH:29][C:30]([S:33]([CH3:36])(=[O:34])=[O:35])=[CH:31][CH:32]=3)=[O:24])[C:8](=[O:22])[N:9]([C:12]3[CH:17]=[CH:16][CH:15]=[C:14]([C:18]([F:21])([F:20])[F:19])[CH:13]=3)[C:10]=2[CH3:11])[N:41]=1. The yield is 0.360. (3) The reactants are C1(P(C2C=CC=CC=2)C2C=CC=CC=2)C=CC=CC=1.CC(OC(/N=N/C(OC(C)C)=O)=O)C.[C:34]([OH:37])(=[S:36])[CH3:35].[C:38]([C:42]1[CH:47]=[CH:46][C:45]([CH:48]([CH2:66][C:67]2[CH:72]=[CH:71][C:70]([O:73][CH2:74][CH2:75]O)=[CH:69][CH:68]=2)[C:49]([NH:51][C:52]2[CH:57]=[CH:56][C:55]([O:58][CH2:59][CH:60]3[CH2:65][CH2:64][CH2:63][CH2:62][CH2:61]3)=[CH:54][CH:53]=2)=[O:50])=[CH:44][CH:43]=1)([CH3:41])([CH3:40])[CH3:39]. The catalyst is C1COCC1. The product is [C:38]([C:42]1[CH:43]=[CH:44][C:45]([CH:48]([C:49](=[O:50])[NH:51][C:52]2[CH:53]=[CH:54][C:55]([O:58][CH2:59][CH:60]3[CH2:65][CH2:64][CH2:63][CH2:62][CH2:61]3)=[CH:56][CH:57]=2)[CH2:66][C:67]2[CH:72]=[CH:71][C:70]([O:73][CH2:74][CH2:75][S:36][C:34](=[O:37])[CH3:35])=[CH:69][CH:68]=2)=[CH:46][CH:47]=1)([CH3:39])([CH3:40])[CH3:41]. The yield is 0.730. (4) The reactants are [F:1][C:2]([F:7])([F:6])[C:3]([OH:5])=[O:4].[CH3:8][O:9][CH2:10][CH2:11][CH:12]([N:19]1[CH:23]=[C:22]([C:24]2[C:25]3[CH:32]=[CH:31][N:30](COCC[Si](C)(C)C)[C:26]=3[N:27]=[CH:28][N:29]=2)[CH:21]=[N:20]1)[C:13]1[CH:18]=[CH:17][CH:16]=[CH:15][CH:14]=1.C(Cl)Cl.CO.C(N)CN. No catalyst specified. The product is [F:1][C:2]([F:7])([F:6])[C:3]([OH:5])=[O:4].[CH3:8][O:9][CH2:10][CH2:11][CH:12]([N:19]1[CH:23]=[C:22]([C:24]2[C:25]3[CH:32]=[CH:31][NH:30][C:26]=3[N:27]=[CH:28][N:29]=2)[CH:21]=[N:20]1)[C:13]1[CH:14]=[CH:15][CH:16]=[CH:17][CH:18]=1. The yield is 0.600. (5) The reactants are OC(C(F)(F)F)=O.[Cl:8][C:9]1[CH:14]=[C:13]([N:15]([CH3:17])[CH3:16])[C:12]([F:18])=[CH:11][C:10]=1[C:19]1[CH:24]=[CH:23][N:22]=[C:21](OS(C(F)(F)F)(=O)=O)[C:20]=1[N+:33]([O-:35])=[O:34].[CH3:36][O:37][CH2:38][CH:39]([NH2:42])[CH2:40][CH3:41]. No catalyst specified. The product is [Cl:8][C:9]1[CH:14]=[C:13]([N:15]([CH3:17])[CH3:16])[C:12]([F:18])=[CH:11][C:10]=1[C:19]1[CH:24]=[CH:23][N:22]=[C:21]([NH:42][CH:39]([CH2:38][O:37][CH3:36])[CH2:40][CH3:41])[C:20]=1[N+:33]([O-:35])=[O:34]. The yield is 0.810. (6) The reactants are [N:1]1[CH:6]=[CH:5][CH:4]=[C:3]([C:7]2[CH:8]=[C:9]3[C:15]([Sn](C)(C)C)=[N:14][N:13]([CH2:20][O:21][CH2:22][CH2:23][Si:24]([CH3:27])([CH3:26])[CH3:25])[C:10]3=[CH:11][N:12]=2)[CH:2]=1.Br[C:29]1[CH:34]=[CH:33][C:32]([CH3:35])=[CH:31][N:30]=1.[Li+].[Cl-]. The catalyst is CN(C=O)C.[Cu]I.C1C=CC([P]([Pd]([P](C2C=CC=CC=2)(C2C=CC=CC=2)C2C=CC=CC=2)([P](C2C=CC=CC=2)(C2C=CC=CC=2)C2C=CC=CC=2)[P](C2C=CC=CC=2)(C2C=CC=CC=2)C2C=CC=CC=2)(C2C=CC=CC=2)C2C=CC=CC=2)=CC=1. The product is [CH3:35][C:32]1[CH:33]=[CH:34][C:29]([C:15]2[C:9]3[C:10](=[CH:11][N:12]=[C:7]([C:3]4[CH:2]=[N:1][CH:6]=[CH:5][CH:4]=4)[CH:8]=3)[N:13]([CH2:20][O:21][CH2:22][CH2:23][Si:24]([CH3:27])([CH3:26])[CH3:25])[N:14]=2)=[N:30][CH:31]=1. The yield is 0.540. (7) The reactants are Br[C:2]1[CH:3]=[C:4]([N+:25]([O-:27])=[O:26])[C:5]2[N:9]=[C:8]([CH:10]([CH3:12])[CH3:11])[N:7]([CH2:13][C:14]3[C:23]4[C:18](=[CH:19][CH:20]=[CH:21][CH:22]=4)[CH:17]=[CH:16][CH:15]=3)[C:6]=2[CH:24]=1.[NH:28]1[CH2:33][CH2:32][O:31][CH2:30][CH2:29]1.C([O-])([O-])=O.[Cs+].[Cs+].CC(C1C=C(C(C)C)C(C2C=CC=CC=2P(C2CCCCC2)C2CCCCC2)=C(C(C)C)C=1)C. The catalyst is O1CCOCC1.C1C=CC(/C=C/C(/C=C/C2C=CC=CC=2)=O)=CC=1.C1C=CC(/C=C/C(/C=C/C2C=CC=CC=2)=O)=CC=1.C1C=CC(/C=C/C(/C=C/C2C=CC=CC=2)=O)=CC=1.[Pd].[Pd]. The product is [CH3:11][CH:10]([C:8]1[N:7]([CH2:13][C:14]2[C:23]3[C:18](=[CH:19][CH:20]=[CH:21][CH:22]=3)[CH:17]=[CH:16][CH:15]=2)[C:6]2[CH:24]=[C:2]([N:28]3[CH2:33][CH2:32][O:31][CH2:30][CH2:29]3)[CH:3]=[C:4]([N+:25]([O-:27])=[O:26])[C:5]=2[N:9]=1)[CH3:12]. The yield is 0.770. (8) The reactants are [F:1][C:2]1[CH:7]=[CH:6][C:5]([C:8](=O)[CH2:9][C:10]2[CH:15]=[CH:14][N:13]=[CH:12][CH:11]=2)=[CH:4][CH:3]=1.[F:17][C:18]1[CH:25]=[CH:24][C:21](C=O)=[CH:20][CH:19]=1.[NH2:26][C:27]1[C:28]([C:32]([O:34][CH3:35])=[O:33])=[CH:29][S:30][CH:31]=1.Cl.[OH-].[Na+].[CH3:39]OCCO. The catalyst is CO.C(Cl)(Cl)Cl. The product is [F:17][C:18]1[CH:19]=[CH:20][C:21]([C:9]2([C:10]3[CH:15]=[CH:14][N:13]=[CH:12][CH:11]=3)[CH:39]=[N:26][C:27]3=[C:28]([C:32]([O:34][CH3:35])=[O:33])[CH2:29][S:30][C:31]3=[C:8]2[C:5]2[CH:6]=[CH:7][C:2]([F:1])=[CH:3][CH:4]=2)=[CH:24][CH:25]=1. The yield is 0.830. (9) The reactants are [Cl:1][C:2]1[CH:3]=[C:4]([CH:8]=[CH:9][C:10]=1[O:11][CH:12]([CH3:14])[CH3:13])[C:5]([OH:7])=O.O[NH:16][C:17](C1C2C=CNC=2C=CC=1)=[NH:18].C(Cl)CCl.C1C=CC2N(O)N=NC=2C=1.CCCC[N+:46]([CH2:55][CH2:56][CH2:57][CH3:58])([CH2:51][CH2:52][CH2:53][CH3:54])CCCC.[F-]. The catalyst is CN(C=O)C.C1COCC1.O. The product is [Cl:1][C:2]1[CH:3]=[C:4]([C:5]2[O:7][N:18]=[C:17]([C:54]3[CH:58]=[C:57]4[C:51](=[CH:52][CH:53]=3)[NH:46][CH:55]=[CH:56]4)[N:16]=2)[CH:8]=[CH:9][C:10]=1[O:11][CH:12]([CH3:14])[CH3:13]. The yield is 0.333. (10) The reactants are [CH:1]1([Mg]Br)[CH2:3][CH2:2]1.Br[C:7]1[C:16]2[C:11](=[CH:12][CH:13]=[CH:14][CH:15]=2)[CH:10]=[CH:9][CH:8]=1. The catalyst is O1CCCC1.Cl[Ni]1(Cl)[P](C2C=CC=CC=2)(C2C=CC=CC=2)CCC[P]1(C1C=CC=CC=1)C1C=CC=CC=1. The product is [CH:1]1([C:15]2[C:16]3[C:11](=[CH:10][CH:9]=[CH:8][CH:7]=3)[CH:12]=[CH:13][CH:14]=2)[CH2:3][CH2:2]1. The yield is 0.760.